Dataset: Full USPTO retrosynthesis dataset with 1.9M reactions from patents (1976-2016). Task: Predict the reactants needed to synthesize the given product. (1) Given the product [CH:1]1([C:7]([N:9]([C:27]2[CH:32]=[CH:31][CH:30]=[CH:29][C:28]=2[O:33][C:34]([F:36])([F:37])[F:35])[CH2:10][CH2:11][N:12]2[CH2:13][CH2:14][N:15]([C:18]3[CH:23]=[CH:22][C:21]([O:24][C:43]([NH:42][CH2:40][CH3:41])=[O:44])=[CH:20][C:19]=3[O:25][CH3:26])[CH2:16][CH2:17]2)=[O:8])[CH2:6][CH2:5][CH2:4][CH2:3][CH2:2]1, predict the reactants needed to synthesize it. The reactants are: [CH:1]1([C:7]([N:9]([C:27]2[CH:32]=[CH:31][CH:30]=[CH:29][C:28]=2[O:33][C:34]([F:37])([F:36])[F:35])[CH2:10][CH2:11][N:12]2[CH2:17][CH2:16][N:15]([C:18]3[CH:23]=[CH:22][C:21]([OH:24])=[CH:20][C:19]=3[O:25][CH3:26])[CH2:14][CH2:13]2)=[O:8])[CH2:6][CH2:5][CH2:4][CH2:3][CH2:2]1.[H-].[Na+].[CH2:40]([N:42]=[C:43]=[O:44])[CH3:41]. (2) Given the product [CH3:1][O:2][C:3]1[CH:4]=[C:5]([C:9]2[N:10]=[CH:11][C:12]([NH2:21])=[CH:13][C:14]=2[C:15]2[CH:20]=[CH:19][CH:18]=[CH:17][CH:16]=2)[CH:6]=[CH:7][CH:8]=1, predict the reactants needed to synthesize it. The reactants are: [CH3:1][O:2][C:3]1[CH:4]=[C:5]([C:9]2[C:14]([C:15]3[CH:20]=[CH:19][CH:18]=[CH:17][CH:16]=3)=[CH:13][C:12]([N+:21]([O-])=O)=[CH:11][N:10]=2)[CH:6]=[CH:7][CH:8]=1. (3) Given the product [ClH:1].[ClH:29].[Cl:20][C:17]1[CH:18]=[CH:19][C:14]([C@@H:13]2[O:12][CH2:11][CH2:10][NH:9][CH2:8][C@H:7]2[CH2:6][NH:5][C:3](=[O:4])[CH2:2][N:32]2[CH2:31][CH:30]3[O:37][CH:34]([CH2:35][CH2:36]3)[CH2:33]2)=[CH:15][C:16]=1[F:21], predict the reactants needed to synthesize it. The reactants are: [Cl:1][CH2:2][C:3]([NH:5][CH2:6][C@H:7]1[C@H:13]([C:14]2[CH:19]=[CH:18][C:17]([Cl:20])=[C:16]([F:21])[CH:15]=2)[O:12][CH2:11][CH2:10][N:9](C(OC(C)(C)C)=O)[CH2:8]1)=[O:4].[ClH:29].[CH:30]12[O:37][CH:34]([CH2:35][CH2:36]1)[CH2:33][NH:32][CH2:31]2. (4) The reactants are: [O:1]=[C:2]1[NH:6][C@H:5]([C:7]([O:9][CH3:10])=[O:8])[CH2:4][CH2:3]1.[CH3:11][C:12]([O:15][C:16](O[C:16]([O:15][C:12]([CH3:14])([CH3:13])[CH3:11])=[O:17])=[O:17])([CH3:14])[CH3:13].Cl. Given the product [O:1]=[C:2]1[N:6]([C:16]([O:15][C:12]([CH3:14])([CH3:13])[CH3:11])=[O:17])[C@H:5]([C:7]([O:9][CH3:10])=[O:8])[CH2:4][CH2:3]1, predict the reactants needed to synthesize it.